Dataset: Reaction yield outcomes from USPTO patents with 853,638 reactions. Task: Predict the reaction yield, written as a fraction of the theoretical maximum amount of product (1.0 means a 100% yield; for example, 0.34 means a 34% yield). (1) The reactants are [Cl-].O[NH3+:3].[C:4](=[O:7])([O-])[OH:5].[Na+].CS(C)=O.[CH3:13][C:14]1[N:15]([C:39]2[CH:40]=[CH:41][C:42]3[O:46][CH:45]([CH3:47])[CH2:44][C:43]=3[CH:48]=2)[C:16](=[O:38])[C:17]([CH2:23][C:24]2[CH:29]=[CH:28][C:27]([C:30]3[C:31]([C:36]#[N:37])=[CH:32][CH:33]=[CH:34][CH:35]=3)=[CH:26][CH:25]=2)=[C:18]([CH2:20][CH2:21][CH3:22])[N:19]=1. The catalyst is O.C(OCC)(=O)C. The product is [CH3:13][C:14]1[N:15]([C:39]2[CH:40]=[CH:41][C:42]3[O:46][CH:45]([CH3:47])[CH2:44][C:43]=3[CH:48]=2)[C:16](=[O:38])[C:17]([CH2:23][C:24]2[CH:25]=[CH:26][C:27]([C:30]3[CH:35]=[CH:34][CH:33]=[CH:32][C:31]=3[C:36]3[NH:3][C:4](=[O:7])[O:5][N:37]=3)=[CH:28][CH:29]=2)=[C:18]([CH2:20][CH2:21][CH3:22])[N:19]=1. The yield is 0.480. (2) The reactants are [N+:1]([C:4]1[CH:5]=[N:6][C:7]([N:10]2[CH:14]=[C:13]([C:15]([F:18])([F:17])[F:16])[CH:12]=[N:11]2)=[N:8][CH:9]=1)([O-])=O. The catalyst is C(OCC)(=O)C.[Pd]. The product is [F:18][C:15]([F:16])([F:17])[C:13]1[CH:12]=[N:11][N:10]([C:7]2[N:8]=[CH:9][C:4]([NH2:1])=[CH:5][N:6]=2)[CH:14]=1. The yield is 0.980. (3) The reactants are [Cl:1][C:2]1[CH:7]=[CH:6][C:5]([CH2:8]Cl)=[CH:4][N:3]=1.[F:10][CH:11]([F:14])[CH2:12][NH2:13].C(N(CC)CC)C. The catalyst is C(#N)C. The product is [Cl:1][C:2]1[N:3]=[CH:4][C:5]([CH2:8][NH:13][CH2:12][CH:11]([F:14])[F:10])=[CH:6][CH:7]=1. The yield is 0.530. (4) The reactants are [Cl:1][C:2]1[N:7]=[C:6](S(C)(=O)=O)[N:5]=[C:4]([C:12]2[N:16]3[CH:17]=[C:18]([F:21])[CH:19]=[CH:20][C:15]3=[N:14][C:13]=2[C:22]([F:25])([F:24])[F:23])[CH:3]=1.FC(F)(F)O[C:29]1[CH:35]=[CH:34][C:32]([NH2:33])=[CH:31][CH:30]=1. The catalyst is C1COCC1. The yield is 0.560. The product is [Cl:1][C:2]1[CH:3]=[C:4]([C:12]2[N:16]3[CH:17]=[C:18]([F:21])[CH:19]=[CH:20][C:15]3=[N:14][C:13]=2[C:22]([F:25])([F:24])[F:23])[N:5]=[C:6]([NH:33][C:32]2[CH:31]=[CH:30][C:29]([C:22]([F:25])([F:24])[F:23])=[CH:35][CH:34]=2)[N:7]=1. (5) The reactants are [CH3:1][S:2]([CH2:5][CH2:6][C:7]1[CH:12]=[CH:11][C:10]([N+:13]([O-])=O)=[CH:9][N:8]=1)(=[O:4])=[O:3]. The catalyst is C(OCC)(=O)C.[Pd]. The product is [CH3:1][S:2]([CH2:5][CH2:6][C:7]1[N:8]=[CH:9][C:10]([NH2:13])=[CH:11][CH:12]=1)(=[O:4])=[O:3]. The yield is 0.860.